From a dataset of Full USPTO retrosynthesis dataset with 1.9M reactions from patents (1976-2016). Predict the reactants needed to synthesize the given product. Given the product [CH3:1][O:2][C:3]([C:5]1[S:9][C:8]2[C:10]([OH:20])=[C:11]([OH:17])[C:12]([N+:14]([O-:16])=[O:15])=[CH:13][C:7]=2[CH:6]=1)=[O:4], predict the reactants needed to synthesize it. The reactants are: [CH3:1][O:2][C:3]([C:5]1[S:9][C:8]2[C:10]([O:20]CC)=[C:11]([O:17]CC)[C:12]([N+:14]([O-:16])=[O:15])=[CH:13][C:7]=2[CH:6]=1)=[O:4].Cl.